Dataset: Forward reaction prediction with 1.9M reactions from USPTO patents (1976-2016). Task: Predict the product of the given reaction. Given the reactants [CH3:1][C:2]([CH3:9])([CH2:6][CH:7]=[CH2:8])[C:3]([OH:5])=[O:4].[CH3:10]O.S(=O)(=O)(O)O, predict the reaction product. The product is: [CH3:1][C:2]([CH3:9])([CH2:6][CH:7]=[CH2:8])[C:3]([O:5][CH3:10])=[O:4].